The task is: Predict which catalyst facilitates the given reaction.. This data is from Catalyst prediction with 721,799 reactions and 888 catalyst types from USPTO. (1) Reactant: [CH2:1]([NH:9][C:10]1[CH:19]=[CH:18][C:17]2[C:16]([CH3:21])([CH3:20])[CH2:15][CH2:14][C:13]([CH3:23])([CH3:22])[C:12]=2[CH:11]=1)[CH2:2][C:3]1[CH:8]=[CH:7][CH:6]=[CH:5][CH:4]=1.[C:24](Cl)(Cl)=[O:25].[NH2:28][C:29]1[CH:39]=[CH:38][C:32]([C:33]([O:35][CH2:36][CH3:37])=[O:34])=[CH:31][CH:30]=1. Product: [CH2:1]([N:9]([C:10]1[CH:19]=[CH:18][C:17]2[C:16]([CH3:21])([CH3:20])[CH2:15][CH2:14][C:13]([CH3:23])([CH3:22])[C:12]=2[CH:11]=1)[C:24](=[O:25])[NH:28][C:29]1[CH:30]=[CH:31][C:32]([C:33]([O:35][CH2:36][CH3:37])=[O:34])=[CH:38][CH:39]=1)[CH2:2][C:3]1[CH:4]=[CH:5][CH:6]=[CH:7][CH:8]=1. The catalyst class is: 11. (2) Reactant: [F:1][C:2]1[CH:46]=[CH:45][C:44]([F:47])=[CH:43][C:3]=1[C:4]([NH:6][C:7]1[CH:12]=[CH:11][CH:10]=[C:9]([C:13]2[C:21]([C:22]3[CH:27]=[CH:26][N:25]=[C:24]([NH:28][C:29]4[CH:34]=[CH:33][CH:32]=[C:31]([CH2:35][NH:36]C(=O)C(F)(F)F)[CH:30]=4)[N:23]=3)=[C:16]3[CH:17]=[CH:18][CH:19]=[CH:20][N:15]3[N:14]=2)[CH:8]=1)=[O:5].O[Li].O. Product: [NH2:36][CH2:35][C:31]1[CH:30]=[C:29]([NH:28][C:24]2[N:23]=[C:22]([C:21]3[C:13]([C:9]4[CH:8]=[C:7]([NH:6][C:4](=[O:5])[C:3]5[CH:43]=[C:44]([F:47])[CH:45]=[CH:46][C:2]=5[F:1])[CH:12]=[CH:11][CH:10]=4)=[N:14][N:15]4[CH:20]=[CH:19][CH:18]=[CH:17][C:16]=34)[CH:27]=[CH:26][N:25]=2)[CH:34]=[CH:33][CH:32]=1. The catalyst class is: 249. (3) Reactant: C([O:3][C:4]([C:6]1[O:7][C:8]2[C:13]([C:14](=[O:16])[CH:15]=1)=[CH:12][CH:11]=[C:10]([OH:17])[CH:9]=2)=[O:5])C.C(=O)([O-])[O-].[Na+].[Na+].Cl. Product: [CH:11]1[C:10]([OH:17])=[CH:9][C:8]2[O:7][C:6]([C:4]([OH:5])=[O:3])=[CH:15][C:14](=[O:16])[C:13]=2[CH:12]=1. The catalyst class is: 40. (4) Reactant: Cl.Cl.[C@H:3]1([NH:13][C:14]([C@@H:16]2[CH2:21][N:20]3[CH2:22][CH2:23][CH2:24][C@H:19]3[CH2:18][NH:17]2)=[O:15])[C:12]2[C:7](=[CH:8][CH:9]=[CH:10][CH:11]=2)[CH2:6][CH2:5][CH2:4]1.C(N(C(C)C)C(C)C)C.[CH2:34]([O:41][C:42]([NH:44][C@@H:45]([CH:49]1[CH2:54][CH2:53][O:52][CH2:51][CH2:50]1)[C:46](O)=[O:47])=[O:43])[C:35]1[CH:40]=[CH:39][CH:38]=[CH:37][CH:36]=1.F[P-](F)(F)(F)(F)F.N1(OC(N(C)C)=[N+](C)C)C2N=CC=CC=2N=N1. Product: [CH2:34]([O:41][C:42](=[O:43])[NH:44][C@@H:45]([CH:49]1[CH2:54][CH2:53][O:52][CH2:51][CH2:50]1)[C:46](=[O:47])[N:17]1[C@H:16]([C:14](=[O:15])[NH:13][C@H:3]2[C:12]3[C:7](=[CH:8][CH:9]=[CH:10][CH:11]=3)[CH2:6][CH2:5][CH2:4]2)[CH2:21][N:20]2[CH2:22][CH2:23][CH2:24][C@H:19]2[CH2:18]1)[C:35]1[CH:40]=[CH:39][CH:38]=[CH:37][CH:36]=1. The catalyst class is: 288. (5) Reactant: [NH3:1].[Cl:2][CH2:3][CH:4]1[C:12]2[C:11]3[CH:13]=[CH:14][C:15]([S:17](Cl)(=[O:19])=[O:18])=[CH:16][C:10]=3[C:9]([N+:21]([O-:23])=[O:22])=[CH:8][C:7]=2[N:6](C(=O)C(F)(F)F)[CH2:5]1.C([O-])([O-])=O.[Cs+].[Cs+].CO. Product: [Cl:2][CH2:3][CH:4]1[C:12]2[C:11]3[CH:13]=[CH:14][C:15]([S:17]([NH2:1])(=[O:19])=[O:18])=[CH:16][C:10]=3[C:9]([N+:21]([O-:23])=[O:22])=[CH:8][C:7]=2[NH:6][CH2:5]1. The catalyst class is: 220.